From a dataset of Peptide-MHC class I binding affinity with 185,985 pairs from IEDB/IMGT. Regression. Given a peptide amino acid sequence and an MHC pseudo amino acid sequence, predict their binding affinity value. This is MHC class I binding data. (1) The peptide sequence is YLLEMLWRL. The MHC is HLA-B51:01 with pseudo-sequence HLA-B51:01. The binding affinity (normalized) is 0. (2) The peptide sequence is RAFGRDWRY. The MHC is HLA-B39:01 with pseudo-sequence HLA-B39:01. The binding affinity (normalized) is 0.0847. (3) The peptide sequence is DPYKEFGATV. The MHC is Patr-B1301 with pseudo-sequence Patr-B1301. The binding affinity (normalized) is 0.0365. (4) The peptide sequence is IPRRIRQGL. The MHC is HLA-A02:02 with pseudo-sequence HLA-A02:02. The binding affinity (normalized) is 0. (5) The MHC is Mamu-A02 with pseudo-sequence Mamu-A02. The binding affinity (normalized) is 0.868. The peptide sequence is SVRNGTYDY.